From a dataset of Full USPTO retrosynthesis dataset with 1.9M reactions from patents (1976-2016). Predict the reactants needed to synthesize the given product. (1) Given the product [Cl:29][C:26]1[CH:27]=[CH:28][C:23]([C@@H:19]2[CH2:18][CH2:17][CH2:16][C@H:15]3[N:20]2[C:21](=[O:22])/[C:12](=[CH:35]/[C:34]2[CH:37]=[CH:38][C:39]([N:40]4[CH:44]=[C:43]([CH3:45])[N:42]=[CH:41]4)=[C:32]([O:31][CH3:30])[CH:33]=2)/[CH2:13][CH2:14]3)=[CH:24][CH:25]=1, predict the reactants needed to synthesize it. The reactants are: O.[OH-].[Li+].C(OP([CH:12]1[C:21](=[O:22])[N:20]2[C@H:15]([CH2:16][CH2:17][CH2:18][C@H:19]2[C:23]2[CH:28]=[CH:27][C:26]([Cl:29])=[CH:25][CH:24]=2)[CH2:14][CH2:13]1)(=O)OCC)C.[CH3:30][O:31][C:32]1[CH:33]=[C:34]([CH:37]=[CH:38][C:39]=1[N:40]1[CH:44]=[C:43]([CH3:45])[N:42]=[CH:41]1)[CH:35]=O.O.C(=O)(O)[O-].[Na+]. (2) Given the product [Cl:1][C:2]1[CH:3]=[CH:4][C:5]([O:18][CH2:19][CH:20]([CH3:22])[CH3:21])=[C:6]([CH2:8][N:9]2[C:13]([CH3:14])=[CH:12][C:11]([C:15]([NH:23][C:24]3[CH:33]=[CH:32][C:27]([C:28]([O:30][CH3:31])=[O:29])=[C:26]([O:34][CH3:35])[CH:25]=3)=[O:17])=[N:10]2)[CH:7]=1, predict the reactants needed to synthesize it. The reactants are: [Cl:1][C:2]1[CH:3]=[CH:4][C:5]([O:18][CH2:19][CH:20]([CH3:22])[CH3:21])=[C:6]([CH2:8][N:9]2[C:13]([CH3:14])=[CH:12][C:11]([C:15]([OH:17])=O)=[N:10]2)[CH:7]=1.[NH2:23][C:24]1[CH:33]=[CH:32][C:27]([C:28]([O:30][CH3:31])=[O:29])=[C:26]([O:34][CH3:35])[CH:25]=1.Cl.CN(C)CCCN=C=NCC.O.ON1C2C=CC=CC=2N=N1. (3) Given the product [OH:31][NH:30][C:28](=[O:29])/[CH:27]=[CH:26]/[C:23]1[CH:24]=[CH:25][N:21]([S:18]([C:15]2[CH:14]=[CH:13][C:12]([C:8]3[CH:9]=[CH:10][CH:11]=[C:6]([NH:5][S:2]([CH3:1])(=[O:4])=[O:3])[CH:7]=3)=[CH:17][CH:16]=2)(=[O:19])=[O:20])[CH:22]=1, predict the reactants needed to synthesize it. The reactants are: [CH3:1][S:2]([NH:5][C:6]1[CH:7]=[C:8]([C:12]2[CH:17]=[CH:16][C:15]([S:18]([N:21]3[CH:25]=[CH:24][C:23](/[CH:26]=[CH:27]/[C:28]([NH:30][O:31]C4CCCCO4)=[O:29])=[CH:22]3)(=[O:20])=[O:19])=[CH:14][CH:13]=2)[CH:9]=[CH:10][CH:11]=1)(=[O:4])=[O:3]. (4) Given the product [Br:19][CH2:9][C:7]1[O:8][C:4]2[CH:3]=[C:2]([Cl:1])[CH:11]=[CH:10][C:5]=2[N:6]=1, predict the reactants needed to synthesize it. The reactants are: [Cl:1][C:2]1[CH:11]=[CH:10][C:5]2[N:6]=[C:7]([CH3:9])[O:8][C:4]=2[CH:3]=1.C1C(=O)N([Br:19])C(=O)C1. (5) Given the product [C:21]1(=[O:23])[NH:11][CH2:12][C:13](=[O:14])[N:15]2[CH2:20][CH2:19][CH2:18][CH2:17][C@H:16]12, predict the reactants needed to synthesize it. The reactants are: C1(COC([NH:11][CH2:12][C:13]([N:15]2[CH2:20][CH2:19][CH2:18][CH2:17][C@@H:16]2[C:21]([O:23]C)=O)=[O:14])=O)C=CC=CC=1.